This data is from NCI-60 drug combinations with 297,098 pairs across 59 cell lines. The task is: Regression. Given two drug SMILES strings and cell line genomic features, predict the synergy score measuring deviation from expected non-interaction effect. (1) Drug 1: CCCS(=O)(=O)NC1=C(C(=C(C=C1)F)C(=O)C2=CNC3=C2C=C(C=N3)C4=CC=C(C=C4)Cl)F. Drug 2: C1=CN(C=N1)CC(O)(P(=O)(O)O)P(=O)(O)O. Cell line: UACC-257. Synergy scores: CSS=18.9, Synergy_ZIP=-11.1, Synergy_Bliss=-11.2, Synergy_Loewe=-30.0, Synergy_HSA=-10.9. (2) Drug 1: COC1=C(C=C2C(=C1)N=CN=C2NC3=CC(=C(C=C3)F)Cl)OCCCN4CCOCC4. Drug 2: CN1C(=O)N2C=NC(=C2N=N1)C(=O)N. Cell line: HOP-62. Synergy scores: CSS=10.7, Synergy_ZIP=-0.969, Synergy_Bliss=2.28, Synergy_Loewe=-11.1, Synergy_HSA=-3.89. (3) Drug 1: C1CN(CCN1C(=O)CCBr)C(=O)CCBr. Drug 2: C1=NNC2=C1C(=O)NC=N2. Cell line: M14. Synergy scores: CSS=9.32, Synergy_ZIP=-1.92, Synergy_Bliss=-0.709, Synergy_Loewe=-2.44, Synergy_HSA=-2.18. (4) Drug 1: C1CCC(C1)C(CC#N)N2C=C(C=N2)C3=C4C=CNC4=NC=N3. Drug 2: COC1=C(C=C2C(=C1)N=CN=C2NC3=CC(=C(C=C3)F)Cl)OCCCN4CCOCC4. Cell line: U251. Synergy scores: CSS=13.6, Synergy_ZIP=-4.65, Synergy_Bliss=-0.151, Synergy_Loewe=-2.98, Synergy_HSA=0.575. (5) Drug 1: CC(C1=C(C=CC(=C1Cl)F)Cl)OC2=C(N=CC(=C2)C3=CN(N=C3)C4CCNCC4)N. Drug 2: CCC(=C(C1=CC=CC=C1)C2=CC=C(C=C2)OCCN(C)C)C3=CC=CC=C3.C(C(=O)O)C(CC(=O)O)(C(=O)O)O. Cell line: SK-MEL-2. Synergy scores: CSS=8.06, Synergy_ZIP=2.53, Synergy_Bliss=7.40, Synergy_Loewe=-0.912, Synergy_HSA=3.35. (6) Drug 1: C1CCC(CC1)NC(=O)N(CCCl)N=O. Drug 2: C1C(C(OC1N2C=C(C(=O)NC2=O)F)CO)O. Cell line: OVCAR-5. Synergy scores: CSS=10.2, Synergy_ZIP=-12.5, Synergy_Bliss=-18.4, Synergy_Loewe=-17.9, Synergy_HSA=-15.4. (7) Drug 1: CN(C(=O)NC(C=O)C(C(C(CO)O)O)O)N=O. Drug 2: C1C(C(OC1N2C=NC(=NC2=O)N)CO)O. Cell line: SNB-75. Synergy scores: CSS=0.720, Synergy_ZIP=0.341, Synergy_Bliss=-0.230, Synergy_Loewe=-2.21, Synergy_HSA=-2.23.